From a dataset of Full USPTO retrosynthesis dataset with 1.9M reactions from patents (1976-2016). Predict the reactants needed to synthesize the given product. (1) Given the product [CH3:1][C@@H:2]1[O:7][C@@H:6]([O:8][C@H:9]2[C@H:14]([O:15][C:16]3[C:17]4[O:71][C:67]5=[C:68]([Cl:70])[CH:69]=[C:64]([CH:65]=[CH:66]5)[C@@H:63]([OH:72])[C@@H:62]5[NH:73][C:74](=[O:75])[C@@H:43]([C:44]6[CH:45]=[CH:46][C:47]([OH:79])=[C:48]([C:50]7[C:55]([OH:56])=[CH:54][C:53]([OH:57])=[CH:52][C:51]=7[C@@H:58]([C:76]([OH:78])=[O:77])[NH:59][C:60]5=[O:61])[CH:49]=6)[NH:42][C:40](=[O:41])[C@H:39]5[C:19](=[CH:20][C:21]=3[O:22][C:23]3[CH:24]=[CH:25][C:26]([C@@H:30]([OH:94])[C@@H:31]([NH:84][C:85]([C@H:87]([NH:92][CH3:93])[CH2:88][CH:89]([CH3:90])[CH3:91])=[O:86])[C:32]([NH:34][C@@H:35]([CH2:80][C:81]([NH2:83])=[O:82])[C:36]([NH:38]5)=[O:37])=[O:33])=[CH:27][C:28]=3[Cl:29])[CH:18]=4)[O:13][C@H:12]([CH2:95][OH:96])[C@@H:11]([OH:97])[C@@H:10]2[OH:98])[CH2:5][C@@:4]([NH2:100])([CH3:99])[C@@H:3]1[OH:101], predict the reactants needed to synthesize it. The reactants are: [CH3:1][C@@H:2]1[O:7][C@@H:6]([O:8][C@H:9]2[C@H:14]([O:15][C:16]3[C:17]4[O:71][C:67]5=[C:68]([Cl:70])[CH:69]=[C:64]([CH:65]=[CH:66]5)[C@@H:63]([OH:72])[C@@H:62]5[NH:73][C:74](=[O:75])[C@@H:43]([C:44]6[CH:45]=[CH:46][C:47]([OH:79])=[C:48]([C:50]7[C:55]([OH:56])=[CH:54][C:53]([OH:57])=[CH:52][C:51]=7[C@@H:58]([C:76]([OH:78])=[O:77])[NH:59][C:60]5=[O:61])[CH:49]=6)[NH:42][C:40](=[O:41])[C@H:39]5[C:19](=[CH:20][C:21]=3[O:22][C:23]3[CH:24]=[CH:25][C:26]([C@@H:30]([OH:94])[C@@H:31]([NH:84][C:85]([C@H:87]([NH:92][CH3:93])[CH2:88][CH:89]([CH3:91])[CH3:90])=[O:86])[C:32]([NH:34][C@@H:35]([CH2:80][C:81]([NH2:83])=[O:82])[C:36]([NH:38]5)=[O:37])=[O:33])=[CH:27][C:28]=3[Cl:29])[CH:18]=4)[O:13][C@H:12]([CH2:95][OH:96])[C@@H:11]([OH:97])[C@@H:10]2[OH:98])[CH2:5][C@@:4]([NH2:100])([CH3:99])[C@@H:3]1[OH:101].Cl.Cl. (2) The reactants are: [Cl:1][C:2]1[CH:7]=[CH:6][C:5]([S:8]([N:11]([CH2:19][C:20]2[CH:28]=[CH:27][C:23]([C:24]([OH:26])=O)=[CH:22][CH:21]=2)[CH2:12][C:13]2[CH:18]=[CH:17][CH:16]=[CH:15][N:14]=2)(=[O:10])=[O:9])=[CH:4][CH:3]=1.[F:29][C:30]1[CH:31]=[C:32]([S:36]([NH2:39])(=[O:38])=[O:37])[CH:33]=[CH:34][CH:35]=1. Given the product [F:29][C:30]1[CH:31]=[C:32]([S:36]([NH:39][C:24](=[O:26])[C:23]2[CH:22]=[CH:21][C:20]([CH2:19][N:11]([S:8]([C:5]3[CH:4]=[CH:3][C:2]([Cl:1])=[CH:7][CH:6]=3)(=[O:10])=[O:9])[CH2:12][C:13]3[CH:18]=[CH:17][CH:16]=[CH:15][N:14]=3)=[CH:28][CH:27]=2)(=[O:37])=[O:38])[CH:33]=[CH:34][CH:35]=1, predict the reactants needed to synthesize it. (3) Given the product [CH:24]([C:5]1[CH:4]=[CH:3][C:2]([C:27]([CH3:31])=[CH2:26])=[CH:7][C:6]=1[C:8]1[CH:9]=[CH:10][C:11]([C:14]([NH:16][CH2:17][CH2:18][C:19]([O:21][CH2:22][CH3:23])=[O:20])=[O:15])=[N:12][CH:13]=1)=[O:25], predict the reactants needed to synthesize it. The reactants are: Cl[C:2]1[CH:3]=[CH:4][C:5]([CH:24]=[O:25])=[C:6]([C:8]2[CH:9]=[CH:10][C:11]([C:14]([NH:16][CH2:17][CH2:18][C:19]([O:21][CH2:22][CH3:23])=[O:20])=[O:15])=[N:12][CH:13]=2)[CH:7]=1.[CH3:26][C:27]1(C)[C:31](C)(C)OB(C(C)=C)O1.COC1C=CC=C(OC)C=1C1C=CC=CC=1P(C1CCCCC1)C1CCCCC1. (4) The reactants are: [CH3:1][N:2]([CH3:11])[C:3]([N:5]1[CH2:10][CH2:9][NH:8][CH2:7][CH2:6]1)=[O:4].[OH:12][C:13]1[CH:18]=[CH:17][C:16]([C:19]2[CH:20]=[C:21]([C:42](O)=[O:43])[C:22]3[C:27](/[CH:28]=[CH:29]/[C:30]4[CH:35]=[CH:34][CH:33]=[CH:32][CH:31]=4)=[N:26][N:25]([CH:36]4[CH2:41][CH2:40][CH2:39][CH2:38][O:37]4)[C:23]=3[N:24]=2)=[CH:15][CH:14]=1.CN1CCOCC1.ON1C2C=CC=CC=2N=N1.C(Cl)CCl. Given the product [CH3:1][N:2]([CH3:11])[C:3]([N:5]1[CH2:6][CH2:7][N:8]([C:42]([C:21]2[C:22]3[C:27](/[CH:28]=[CH:29]/[C:30]4[CH:35]=[CH:34][CH:33]=[CH:32][CH:31]=4)=[N:26][N:25]([CH:36]4[CH2:41][CH2:40][CH2:39][CH2:38][O:37]4)[C:23]=3[N:24]=[C:19]([C:16]3[CH:17]=[CH:18][C:13]([OH:12])=[CH:14][CH:15]=3)[CH:20]=2)=[O:43])[CH2:9][CH2:10]1)=[O:4], predict the reactants needed to synthesize it. (5) The reactants are: O1CCCCC1[O:7][NH:8][C:9]([C:11]1[CH:16]=[CH:15][C:14]([C:17]2[CH:22]=[CH:21][CH:20]=[CH:19][CH:18]=2)=[CH:13][N:12]=1)=[O:10]. Given the product [OH:7][NH:8][C:9]([C:11]1[CH:16]=[CH:15][C:14]([C:17]2[CH:18]=[CH:19][CH:20]=[CH:21][CH:22]=2)=[CH:13][N:12]=1)=[O:10], predict the reactants needed to synthesize it.